From a dataset of Plasma protein binding rate (PPBR) regression data from AstraZeneca. Regression/Classification. Given a drug SMILES string, predict its absorption, distribution, metabolism, or excretion properties. Task type varies by dataset: regression for continuous measurements (e.g., permeability, clearance, half-life) or binary classification for categorical outcomes (e.g., BBB penetration, CYP inhibition). For this dataset (ppbr_az), we predict Y. The molecule is CN[C@@H](C)C(=O)N[C@H](C(=O)N[C@H]1CCCN(C(=O)Cc2ccccc2)C1)C1CCCCC1. The Y is 62.4 %.